This data is from Peptide-MHC class II binding affinity with 134,281 pairs from IEDB. The task is: Regression. Given a peptide amino acid sequence and an MHC pseudo amino acid sequence, predict their binding affinity value. This is MHC class II binding data. (1) The peptide sequence is IQAEFYLNPDQSGEF. The MHC is DRB3_0202 with pseudo-sequence DRB3_0202. The binding affinity (normalized) is 0.659. (2) The binding affinity (normalized) is 0.778. The MHC is DRB1_0103 with pseudo-sequence DRB1_0103. The peptide sequence is VRVDMVRHRIKEHML. (3) The peptide sequence is FIADPASRFYNLVLA. The MHC is DRB1_1101 with pseudo-sequence DRB1_1101. The binding affinity (normalized) is 0.178. (4) The peptide sequence is HYPLHLRYYRITYGE. The MHC is DRB1_0901 with pseudo-sequence DRB1_0901. The binding affinity (normalized) is 0.468. (5) The binding affinity (normalized) is 0.636. The peptide sequence is QLYSKFLLKAEPLAF. The MHC is HLA-DPA10201-DPB11401 with pseudo-sequence HLA-DPA10201-DPB11401. (6) The peptide sequence is AMCRTPFSLAEGIVL. The MHC is DRB1_1301 with pseudo-sequence DRB1_1301. The binding affinity (normalized) is 0.518.